Dataset: CYP2D6 inhibition data for predicting drug metabolism from PubChem BioAssay. Task: Regression/Classification. Given a drug SMILES string, predict its absorption, distribution, metabolism, or excretion properties. Task type varies by dataset: regression for continuous measurements (e.g., permeability, clearance, half-life) or binary classification for categorical outcomes (e.g., BBB penetration, CYP inhibition). Dataset: cyp2d6_veith. (1) The drug is O=C(OCCCN1CCCCC1)c1ccc(O)cc1. The result is 1 (inhibitor). (2) The molecule is Cc1[nH]c(N)nc(=S)c1CCC(=O)O. The result is 0 (non-inhibitor). (3) The compound is Cc1ccc(C(=O)NC(=S)N2CC(C)OC(C)C2)cc1[N+](=O)[O-]. The result is 0 (non-inhibitor). (4) The compound is CCN1C(=O)[C@H]2CC[C@H]3/C(=N\OC)C[C@@H](O)[C@@H](O)[C@@H]3[C@@H]2C1=O. The result is 0 (non-inhibitor).